This data is from Full USPTO retrosynthesis dataset with 1.9M reactions from patents (1976-2016). The task is: Predict the reactants needed to synthesize the given product. (1) Given the product [CH2:23]([O:30][C:31]1[CH:32]=[C:33]([CH2:39][CH2:40][NH:41][C:14](=[O:16])/[CH:13]=[CH:12]/[C:6]2[C:7]3[CH:8]=[CH:9][O:10][C:11]=3[C:3]([O:2][CH3:1])=[CH:4][CH:5]=2)[CH:34]=[CH:35][C:36]=1[O:37][CH3:38])[C:24]1[CH:25]=[CH:26][CH:27]=[CH:28][CH:29]=1, predict the reactants needed to synthesize it. The reactants are: [CH3:1][O:2][C:3]1[C:11]2[O:10][CH:9]=[CH:8][C:7]=2[C:6](/[CH:12]=[CH:13]/[C:14]([OH:16])=O)=[CH:5][CH:4]=1.C(Cl)(=O)C(Cl)=O.[CH2:23]([O:30][C:31]1[CH:32]=[C:33]([CH2:39][CH2:40][NH2:41])[CH:34]=[CH:35][C:36]=1[O:37][CH3:38])[C:24]1[CH:29]=[CH:28][CH:27]=[CH:26][CH:25]=1.CCN(C(C)C)C(C)C. (2) Given the product [N:30]1[N:31]([CH2:35][C:36]([NH:1][C@@H:2]([CH2:20][O:21][CH2:22][C:23]2[CH:24]=[CH:25][CH:26]=[CH:27][CH:28]=2)[C:3]([NH:5][C:6]2[CH:7]=[CH:8][C:9]([O:12][C:13]3[CH:18]=[CH:17][C:16]([F:19])=[CH:15][CH:14]=3)=[CH:10][CH:11]=2)=[O:4])=[O:37])[N:32]=[CH:33][CH:34]=1, predict the reactants needed to synthesize it. The reactants are: [NH2:1][C@@H:2]([CH2:20][O:21][CH2:22][C:23]1[CH:28]=[CH:27][CH:26]=[CH:25][CH:24]=1)[C:3]([NH:5][C:6]1[CH:11]=[CH:10][C:9]([O:12][C:13]2[CH:18]=[CH:17][C:16]([F:19])=[CH:15][CH:14]=2)=[CH:8][CH:7]=1)=[O:4].Cl.[N:30]1[N:31]([CH2:35][C:36](O)=[O:37])[N:32]=[CH:33][CH:34]=1. (3) Given the product [C:1]([O:5][C:6](=[O:42])[N:7]([CH:8]([CH3:40])[C:9]([NH:11][C:12]1[CH:17]=[CH:16][C:15]([C:18]2[N:22]3[CH:23]=[CH:24][CH:25]=[CH:26][C:21]3=[N:20][C:19]=2[CH3:27])=[C:14]([C:28]#[CH:29])[N:13]=1)=[O:10])[CH3:41])([CH3:4])([CH3:3])[CH3:2], predict the reactants needed to synthesize it. The reactants are: [C:1]([O:5][C:6](=[O:42])[N:7]([CH3:41])[CH:8]([CH3:40])[C:9]([NH:11][C:12]1[CH:17]=[CH:16][C:15]([C:18]2[N:22]3[CH:23]=[CH:24][CH:25]=[CH:26][C:21]3=[N:20][C:19]=2[CH3:27])=[C:14]([C:28]#[C:29][Si](C(C)C)(C(C)C)C(C)C)[N:13]=1)=[O:10])([CH3:4])([CH3:3])[CH3:2].C1COCC1.[F-].C([N+](CCCC)(CCCC)CCCC)CCC. (4) Given the product [F:1][C:2]1[CH:24]=[CH:23][C:5]([O:6][C:7]2[CH:8]=[C:9]([NH:13][C:14]([C:16]3([CH3:22])[CH2:17][CH2:18][N:19]([C:26]4[C:27]5[CH:34]=[CH:33][NH:32][C:28]=5[N:29]=[CH:30][N:31]=4)[CH2:20][CH2:21]3)=[O:15])[CH:10]=[CH:11][CH:12]=2)=[CH:4][CH:3]=1, predict the reactants needed to synthesize it. The reactants are: [F:1][C:2]1[CH:24]=[CH:23][C:5]([O:6][C:7]2[CH:8]=[C:9]([NH:13][C:14]([C:16]3([CH3:22])[CH2:21][CH2:20][NH:19][CH2:18][CH2:17]3)=[O:15])[CH:10]=[CH:11][CH:12]=2)=[CH:4][CH:3]=1.Cl[C:26]1[C:27]2[CH:34]=[CH:33][NH:32][C:28]=2[N:29]=[CH:30][N:31]=1.C(N(CC)CC)C.